From a dataset of Forward reaction prediction with 1.9M reactions from USPTO patents (1976-2016). Predict the product of the given reaction. (1) The product is: [CH3:19][O:20][C:21](=[O:37])[CH2:22][CH2:23][CH2:24][CH2:25][CH2:26][CH2:27][N:28]1[CH:29](/[CH:35]=[CH:5]/[C:4](=[O:3])[CH2:12][C:13]2[CH:14]=[CH:15][CH:16]=[CH:17][CH:18]=2)[CH2:30][CH2:31][CH2:32][C:33]1=[O:34]. Given the reactants [H-].[Na+].[O:3]=[C:4]([CH2:12][C:13]1[CH:18]=[CH:17][CH:16]=[CH:15][CH:14]=1)[CH2:5]P(=O)(OC)OC.[CH3:19][O:20][C:21](=[O:37])[CH2:22][CH2:23][CH2:24][CH2:25][CH2:26][CH2:27][N:28]1[C:33](=[O:34])[CH2:32][CH2:31][CH2:30][CH:29]1[CH:35]=O, predict the reaction product. (2) Given the reactants O.O.Cl.Cl.[NH2:5][N:6]=[CH:7][NH:8][O:9][CH2:10][CH2:11][NH:12][C:13](=[O:34])[CH2:14][N:15]1[C:20]([CH3:21])=[CH:19][N:18]=[C:17]([NH:22][CH2:23][C:24]([F:32])([F:31])[C:25]2[CH:30]=[CH:29][CH:28]=[CH:27][CH:26]=2)[C:16]1=[O:33].[OH-].[Na+].O.[Cl-].[Na+], predict the reaction product. The product is: [NH2:5][N:6]=[CH:7][NH:8][O:9][CH2:10][CH2:11][NH:12][C:13](=[O:34])[CH2:14][N:15]1[C:20]([CH3:21])=[CH:19][N:18]=[C:17]([NH:22][CH2:23][C:24]([F:32])([F:31])[C:25]2[CH:30]=[CH:29][CH:28]=[CH:27][CH:26]=2)[C:16]1=[O:33]. (3) Given the reactants [CH3:1][C:2]1[N:3]([CH2:29][C:30]([O:32]C)=O)[C:4]2[CH2:5][C:6]([CH3:28])([CH3:27])[CH2:7][C:8](=[O:26])[C:9]=2[C:10]=1[CH2:11][C:12]1[CH:17]=[CH:16][CH:15]=[CH:14][C:13]=1[S:18]([N:21]1[CH2:25][CH2:24][CH2:23][CH2:22]1)(=[O:20])=[O:19].N.C([K])#[N:36], predict the reaction product. The product is: [CH3:1][C:2]1[N:3]([CH2:29][C:30]([NH2:36])=[O:32])[C:4]2[CH2:5][C:6]([CH3:28])([CH3:27])[CH2:7][C:8](=[O:26])[C:9]=2[C:10]=1[CH2:11][C:12]1[CH:17]=[CH:16][CH:15]=[CH:14][C:13]=1[S:18]([N:21]1[CH2:22][CH2:23][CH2:24][CH2:25]1)(=[O:20])=[O:19]. (4) Given the reactants [O:1]1[C:5]2([CH2:15][CH2:14][C:8]3([CH2:12][CH2:11][NH:10][C:9]3=[O:13])[CH2:7][CH2:6]2)[O:4][CH2:3][CH2:2]1.Br[C:17]1[CH:22]=[CH:21][C:20]([S:23]([CH2:26][CH3:27])(=[O:25])=[O:24])=[CH:19][CH:18]=1, predict the reaction product. The product is: [CH2:26]([S:23]([C:20]1[CH:21]=[CH:22][C:17]([N:10]2[CH2:11][CH2:12][C:8]3([CH2:14][CH2:15][C:5]4([O:4][CH2:3][CH2:2][O:1]4)[CH2:6][CH2:7]3)[C:9]2=[O:13])=[CH:18][CH:19]=1)(=[O:24])=[O:25])[CH3:27]. (5) Given the reactants [C:1]([NH:4][C:5]1[CH:24]=[CH:23][C:8]([CH2:9][N:10]2[CH2:14][CH2:13][C@H:12]([NH:15][C:16](=[O:21])[C:17]([F:20])([F:19])[F:18])[C:11]2=[O:22])=[CH:7][CH:6]=1)(=[O:3])[CH3:2].C(OC(=O)C)(=O)C.[N:32]([O-:34])=[O:33].[Na+].[N+]([O-])(O)=O, predict the reaction product. The product is: [C:1]([NH:4][C:5]1[CH:6]=[CH:7][C:8]([CH2:9][N:10]2[CH2:14][CH2:13][C@H:12]([NH:15][C:16](=[O:21])[C:17]([F:18])([F:19])[F:20])[C:11]2=[O:22])=[CH:23][C:24]=1[N+:32]([O-:34])=[O:33])(=[O:3])[CH3:2]. (6) Given the reactants [CH3:1][O:2][C:3]1[C:16]2[C:15]3[NH:14][CH2:13][CH2:12][CH2:11][C:10]=3[C:9](=[O:17])[N:8]([CH2:18][O:19][CH3:20])[C:7]=2[CH:6]=[C:5]([CH:21]=O)[CH:4]=1.[NH2:23][N:24]1[CH2:29][CH2:28][O:27][CH2:26][CH2:25]1, predict the reaction product. The product is: [CH3:1][O:2][C:3]1[C:16]2[C:15]3[NH:14][CH2:13][CH2:12][CH2:11][C:10]=3[C:9](=[O:17])[N:8]([CH2:18][O:19][CH3:20])[C:7]=2[CH:6]=[C:5](/[CH:21]=[N:23]/[N:24]2[CH2:29][CH2:28][O:27][CH2:26][CH2:25]2)[CH:4]=1. (7) Given the reactants [Cl:1][C:2]1[CH:7]=[CH:6][CH:5]=[C:4]([F:8])[C:3]=1[CH2:9][OH:10].[H-].[Na+].[F:13][C:14]1[CH:19]=[CH:18][C:17]([N:20]2[C:24]([C:25]([O:27][CH2:28][CH3:29])=[O:26])=[CH:23][N:22]=[C:21]2I)=[CH:16][CH:15]=1.O, predict the reaction product. The product is: [Cl:1][C:2]1[CH:7]=[CH:6][CH:5]=[C:4]([F:8])[C:3]=1[CH2:9][O:10][C:21]1[N:20]([C:17]2[CH:16]=[CH:15][C:14]([F:13])=[CH:19][CH:18]=2)[C:24]([C:25]([O:27][CH2:28][CH3:29])=[O:26])=[CH:23][N:22]=1. (8) Given the reactants Br[C:2]1[CH:3]=[CH:4][C:5]2[S:9](=[O:11])(=[O:10])[N:8]([CH2:12][CH2:13][S:14]([CH3:16])=[O:15])[CH2:7][C:6]=2[CH:17]=1.[F:18][C:19]1[CH:27]=[C:26]2[C:22]([C:23](B3OC(C)(C)C(C)(C)O3)=[CH:24][N:25]2[C:28]([O:30][C:31]([CH3:34])([CH3:33])[CH3:32])=[O:29])=[CH:21][CH:20]=1.[O-]P([O-])([O-])=O.[K+].[K+].[K+], predict the reaction product. The product is: [C:31]([O:30][C:28]([N:25]1[C:26]2[C:22](=[CH:21][CH:20]=[C:19]([F:18])[CH:27]=2)[C:23]([C:2]2[CH:3]=[CH:4][C:5]3[S:9](=[O:11])(=[O:10])[N:8]([CH2:12][CH2:13][S:14]([CH3:16])=[O:15])[CH2:7][C:6]=3[CH:17]=2)=[CH:24]1)=[O:29])([CH3:34])([CH3:32])[CH3:33].